Dataset: NCI-60 drug combinations with 297,098 pairs across 59 cell lines. Task: Regression. Given two drug SMILES strings and cell line genomic features, predict the synergy score measuring deviation from expected non-interaction effect. (1) Drug 1: C1CC(=O)NC(=O)C1N2CC3=C(C2=O)C=CC=C3N. Drug 2: CNC(=O)C1=NC=CC(=C1)OC2=CC=C(C=C2)NC(=O)NC3=CC(=C(C=C3)Cl)C(F)(F)F. Cell line: OVCAR3. Synergy scores: CSS=12.6, Synergy_ZIP=-2.49, Synergy_Bliss=-0.897, Synergy_Loewe=-17.7, Synergy_HSA=-2.84. (2) Drug 1: C1=CC(=CC=C1CCCC(=O)O)N(CCCl)CCCl. Drug 2: CC12CCC3C(C1CCC2O)C(CC4=C3C=CC(=C4)O)CCCCCCCCCS(=O)CCCC(C(F)(F)F)(F)F. Cell line: HL-60(TB). Synergy scores: CSS=66.0, Synergy_ZIP=-1.35, Synergy_Bliss=-6.47, Synergy_Loewe=-7.92, Synergy_HSA=-7.15. (3) Drug 1: C1C(C(OC1N2C=C(C(=O)NC2=O)F)CO)O. Drug 2: CC1C(C(CC(O1)OC2CC(CC3=C2C(=C4C(=C3O)C(=O)C5=C(C4=O)C(=CC=C5)OC)O)(C(=O)CO)O)N)O.Cl. Cell line: OVCAR-4. Synergy scores: CSS=21.4, Synergy_ZIP=-1.10, Synergy_Bliss=0.777, Synergy_Loewe=-4.67, Synergy_HSA=1.64. (4) Cell line: SK-MEL-5. Synergy scores: CSS=49.6, Synergy_ZIP=6.19, Synergy_Bliss=2.31, Synergy_Loewe=-25.9, Synergy_HSA=1.41. Drug 1: C1CN(P(=O)(OC1)NCCCl)CCCl. Drug 2: CC1CCCC2(C(O2)CC(NC(=O)CC(C(C(=O)C(C1O)C)(C)C)O)C(=CC3=CSC(=N3)C)C)C. (5) Synergy scores: CSS=0.932, Synergy_ZIP=-1.74, Synergy_Bliss=-1.23, Synergy_Loewe=-1.04, Synergy_HSA=-1.15. Cell line: MDA-MB-231. Drug 2: C1CN(P(=O)(OC1)NCCCl)CCCl. Drug 1: CC(C)(C#N)C1=CC(=CC(=C1)CN2C=NC=N2)C(C)(C)C#N. (6) Drug 2: CC1=C(C=C(C=C1)C(=O)NC2=CC(=CC(=C2)C(F)(F)F)N3C=C(N=C3)C)NC4=NC=CC(=N4)C5=CN=CC=C5. Synergy scores: CSS=0.100, Synergy_ZIP=-0.591, Synergy_Bliss=-2.11, Synergy_Loewe=0.0456, Synergy_HSA=-1.77. Cell line: OVCAR-4. Drug 1: CN1C2=C(C=C(C=C2)N(CCCl)CCCl)N=C1CCCC(=O)O.Cl. (7) Drug 1: CN(C)N=NC1=C(NC=N1)C(=O)N. Drug 2: C1CN(CCN1C(=O)CCBr)C(=O)CCBr. Cell line: M14. Synergy scores: CSS=-1.99, Synergy_ZIP=1.74, Synergy_Bliss=3.33, Synergy_Loewe=-2.71, Synergy_HSA=-2.69.